From a dataset of Forward reaction prediction with 1.9M reactions from USPTO patents (1976-2016). Predict the product of the given reaction. (1) Given the reactants N1C=CC(C)=CC=1.C(=O)C1C=CC=CC=1.C(OC(=O)C)(=O)C.[CH:23](/[C:31]1[CH:36]=[CH:35][N:34]=[CH:33][CH:32]=1)=[CH:24]\[C:25]1[CH:30]=[CH:29][CH:28]=[CH:27][CH:26]=1.[H][H], predict the reaction product. The product is: [CH2:23]([CH:31]1[CH2:32][CH2:33][NH:34][CH2:35][CH2:36]1)[CH2:24][C:25]1[CH:30]=[CH:29][CH:28]=[CH:27][CH:26]=1. (2) Given the reactants C([O:3][C:4](=[O:34])[CH2:5][N:6]1[C:14]2[C:9](=[CH:10][CH:11]=[C:12]([O:15][CH2:16][C:17]3[CH:21]=[C:20]([C:22]4[CH:27]=[CH:26][C:25]([O:28][C:29]([F:32])([F:31])[F:30])=[CH:24][CH:23]=4)[N:19]([CH3:33])[N:18]=3)[CH:13]=2)[CH:8]=[CH:7]1)C.[Li+].[OH-], predict the reaction product. The product is: [CH3:33][N:19]1[C:20]([C:22]2[CH:23]=[CH:24][C:25]([O:28][C:29]([F:32])([F:31])[F:30])=[CH:26][CH:27]=2)=[CH:21][C:17]([CH2:16][O:15][C:12]2[CH:13]=[C:14]3[C:9]([CH:8]=[CH:7][N:6]3[CH2:5][C:4]([OH:34])=[O:3])=[CH:10][CH:11]=2)=[N:18]1. (3) Given the reactants [CH3:1][C:2]1([CH3:43])[N:6]([C:7]([O:9][C:10]([CH3:13])([CH3:12])[CH3:11])=[O:8])[C@@:5]([CH3:42])([C:14](=O)[NH:15][CH2:16][C:17](=O)[C:18]2[CH:23]=[CH:22][C:21]([O:24][CH2:25][CH2:26][O:27][CH2:28][CH2:29][C:30]3[CH:35]=[CH:34][CH:33]=[CH:32][CH:31]=3)=[C:20]([C:36]([F:39])([F:38])[F:37])[CH:19]=2)[CH2:4][O:3]1.COC1C=CC(P2(SP(C3C=CC(OC)=CC=3)(=S)S2)=[S:53])=CC=1, predict the reaction product. The product is: [CH3:1][C:2]1([CH3:43])[N:6]([C:7]([O:9][C:10]([CH3:13])([CH3:12])[CH3:11])=[O:8])[C@@:5]([CH3:42])([C:14]2[S:53][C:17]([C:18]3[CH:23]=[CH:22][C:21]([O:24][CH2:25][CH2:26][O:27][CH2:28][CH2:29][C:30]4[CH:35]=[CH:34][CH:33]=[CH:32][CH:31]=4)=[C:20]([C:36]([F:39])([F:38])[F:37])[CH:19]=3)=[CH:16][N:15]=2)[CH2:4][O:3]1. (4) Given the reactants [CH3:1][C:2]1[CH:7]=[N:6][N:5]2[C:8]([C:11]([F:14])([F:13])[F:12])=[N:9][N:10]=[C:4]2[CH:3]=1.C[OH:16], predict the reaction product. The product is: [F:13][C:11]([F:14])([F:12])[C:8]1[N:5]2[N:6]=[CH:7][C:2]([CH:1]=[O:16])=[CH:3][C:4]2=[N:10][N:9]=1. (5) Given the reactants [OH:1][CH2:2][C:3]([C:6]1[CH:11]=[CH:10][N:9]=[C:8]([NH:12][C:13](=[O:19])[O:14][C:15]([CH3:18])([CH3:17])[CH3:16])[CH:7]=1)([CH3:5])[CH3:4].[H-].[Na+].F[C:23]1[C:32]2[C:27](=[CH:28][CH:29]=[CH:30][CH:31]=2)[C:26]([N+:33]([O-:35])=[O:34])=[CH:25][CH:24]=1.C([O-])(O)=O.[Na+], predict the reaction product. The product is: [CH3:4][C:3]([C:6]1[CH:11]=[CH:10][N:9]=[C:8]([NH:12][C:13](=[O:19])[O:14][C:15]([CH3:18])([CH3:17])[CH3:16])[CH:7]=1)([CH3:5])[CH2:2][O:1][C:23]1[C:32]2[C:27](=[CH:28][CH:29]=[CH:30][CH:31]=2)[C:26]([N+:33]([O-:35])=[O:34])=[CH:25][CH:24]=1.